From a dataset of Full USPTO retrosynthesis dataset with 1.9M reactions from patents (1976-2016). Predict the reactants needed to synthesize the given product. (1) Given the product [Cl:16][C:4]1[C:5](=[O:15])[N:6]([CH:9]2[CH2:14][CH2:13][CH2:12][CH2:11][CH2:10]2)[N:7]([CH3:8])[C:3]=1[CH2:2][N:28]1[CH2:27][CH2:26][N:25]([C:23]2[CH:24]=[C:19]([Cl:18])[CH:20]=[CH:21][C:22]=2[O:31][CH3:32])[CH2:30][CH2:29]1, predict the reactants needed to synthesize it. The reactants are: Br[CH2:2][C:3]1[N:7]([CH3:8])[N:6]([CH:9]2[CH2:14][CH2:13][CH2:12][CH2:11][CH2:10]2)[C:5](=[O:15])[C:4]=1[Cl:16].Cl.[Cl:18][C:19]1[CH:20]=[CH:21][C:22]([O:31][CH3:32])=[C:23]([N:25]2[CH2:30][CH2:29][NH:28][CH2:27][CH2:26]2)[CH:24]=1.C(=O)([O-])[O-].[K+].[K+]. (2) Given the product [Cl:1][C:2]1[CH:3]=[CH:4][C:5]2[CH2:11][S:10](=[O:12])(=[O:13])[N:9]([CH2:23][CH2:24][CH:25]([CH3:27])[CH3:26])[N:8]=[C:7]([C:14]3[CH:19]=[CH:18][C:17]([F:20])=[CH:16][CH:15]=3)[C:6]=2[CH:21]=1, predict the reactants needed to synthesize it. The reactants are: [Cl:1][C:2]1[CH:3]=[CH:4][C:5]2[CH2:11][S:10](=[O:13])(=[O:12])[NH:9][N:8]=[C:7]([C:14]3[CH:19]=[CH:18][C:17]([F:20])=[CH:16][CH:15]=3)[C:6]=2[CH:21]=1.Br[CH2:23][CH:24]=[C:25]([CH3:27])[CH3:26].